Dataset: Forward reaction prediction with 1.9M reactions from USPTO patents (1976-2016). Task: Predict the product of the given reaction. (1) Given the reactants [Cl:1][C:2]1[CH:32]=[CH:31][CH:30]=[C:29]([C:33]([F:36])([F:35])[F:34])[C:3]=1[C:4]([N:6]1[C:14]2[C:9](=[N:10][CH:11]=[C:12](C(O)=O)[CH:13]=2)[C:8]([C:18]2[CH:23]=[CH:22][C:21]([C:24]([O:26][CH3:27])=[O:25])=[CH:20][C:19]=2[F:28])=[N:7]1)=[O:5].C1C=CC(P(N=[N+]=[N-])(C2C=CC=CC=2)=[O:44])=CC=1.CC[N:56]([CH:60](C)C)C(C)C.[CH3:63][C:64]([OH:67])([CH3:66])[CH3:65], predict the reaction product. The product is: [C:64]([O:67][C:60]([NH:56][C:12]1[CH:13]=[C:14]2[N:6]([C:4](=[O:5])[C:3]3[C:29]([C:33]([F:34])([F:36])[F:35])=[CH:30][CH:31]=[CH:32][C:2]=3[Cl:1])[N:7]=[C:8]([C:18]3[CH:23]=[CH:22][C:21]([C:24]([O:26][CH3:27])=[O:25])=[CH:20][C:19]=3[F:28])[C:9]2=[N:10][CH:11]=1)=[O:44])([CH3:66])([CH3:65])[CH3:63]. (2) The product is: [CH3:1][S:2][C:3]1[CH:8]=[CH:7][C:6]([C:13]2[CH:17]=[CH:16][S:15][CH:14]=2)=[CH:5][CH:4]=1. Given the reactants [CH3:1][S:2][C:3]1[CH:8]=[CH:7][C:6](B(O)O)=[CH:5][CH:4]=1.Br[C:13]1[CH:17]=[CH:16][S:15][CH:14]=1, predict the reaction product. (3) Given the reactants Br[C:2]1[CH:7]=[CH:6][C:5]([N+:8]([O-:10])=[O:9])=[CH:4][CH:3]=1.CC1(C)C(C)(C)OB([C:19]2[CH2:24][CH2:23][N:22]([C:25]([O:27][C:28]([CH3:31])([CH3:30])[CH3:29])=[O:26])[CH2:21][CH:20]=2)O1.C(=O)([O-])[O-].[Na+].[Na+].CO, predict the reaction product. The product is: [N+:8]([C:5]1[CH:6]=[CH:7][C:2]([C:19]2[CH2:24][CH2:23][N:22]([C:25]([O:27][C:28]([CH3:31])([CH3:30])[CH3:29])=[O:26])[CH2:21][CH:20]=2)=[CH:3][CH:4]=1)([O-:10])=[O:9]. (4) Given the reactants [OH:1][C:2]1[N:3]=[C:4]([CH:25]([CH3:27])[CH3:26])[N:5]([CH2:18][C:19]2[CH:24]=[CH:23][CH:22]=[CH:21][CH:20]=2)[C:6](=[O:17])[C:7]=1[C:8]([NH:10][CH2:11][C:12]([O:14]CC)=[O:13])=[O:9].N(CC(OCC)=O)=C=O.C(N(CC)C(C)C)(C)C.Cl, predict the reaction product. The product is: [OH:1][C:2]1[N:3]=[C:4]([CH:25]([CH3:27])[CH3:26])[N:5]([CH2:18][C:19]2[CH:20]=[CH:21][CH:22]=[CH:23][CH:24]=2)[C:6](=[O:17])[C:7]=1[C:8]([NH:10][CH2:11][C:12]([OH:14])=[O:13])=[O:9]. (5) Given the reactants [F:1][C:2]([F:14])([C:10]([F:13])([F:12])[F:11])[CH2:3][CH2:4][CH2:5][CH2:6][CH2:7][CH2:8][OH:9].C(N(CC)CC)C.[CH3:22][S:23](Cl)(=[O:25])=[O:24].C(OCC)(=O)C.CCCCCC, predict the reaction product. The product is: [CH3:22][S:23]([O:9][CH2:8][CH2:7][CH2:6][CH2:5][CH2:4][CH2:3][C:2]([F:14])([F:1])[C:10]([F:11])([F:12])[F:13])(=[O:25])=[O:24].